From a dataset of Catalyst prediction with 721,799 reactions and 888 catalyst types from USPTO. Predict which catalyst facilitates the given reaction. (1) Reactant: [C:1]([O:5][C:6]([N:8]1[CH2:13][CH2:12][N:11]([CH2:14][C:15]2[CH:16]=[C:17]3[C:21](=[CH:22][CH:23]=2)[NH:20][CH:19]=[CH:18]3)[CH2:10][CH2:9]1)=[O:7])([CH3:4])([CH3:3])[CH3:2].[C:24]([O:28][C:29](O[C:29]([O:28][C:24]([CH3:27])([CH3:26])[CH3:25])=[O:30])=[O:30])([CH3:27])([CH3:26])[CH3:25]. Product: [C:1]([O:5][C:6]([N:8]1[CH2:13][CH2:12][N:11]([CH2:14][C:15]2[CH:16]=[C:17]3[C:21](=[CH:22][CH:23]=2)[N:20]([C:29]([O:28][C:24]([CH3:27])([CH3:26])[CH3:25])=[O:30])[CH:19]=[CH:18]3)[CH2:10][CH2:9]1)=[O:7])([CH3:4])([CH3:2])[CH3:3]. The catalyst class is: 616. (2) Reactant: Cl.[N:2]1[CH:7]=[CH:6][C:5]([O:8][C:9]2[CH:14]=[CH:13][C:12]([S:15](Cl)(=[O:17])=[O:16])=[CH:11][CH:10]=2)=[CH:4][CH:3]=1.[CH3:19][NH2:20]. Product: [CH3:19][NH:20][S:15]([C:12]1[CH:13]=[CH:14][C:9]([O:8][C:5]2[CH:6]=[CH:7][N:2]=[CH:3][CH:4]=2)=[CH:10][CH:11]=1)(=[O:17])=[O:16]. The catalyst class is: 7. (3) Reactant: [Cl:1][C:2]1[CH:3]=[C:4]([C:9]2([C:26]([F:29])([F:28])[F:27])[CH2:13][C:12]([C:14]3[C:23]4[C:18](=[CH:19][CH:20]=[CH:21][CH:22]=4)[C:17]([CH2:24][OH:25])=[CH:16][CH:15]=3)=[N:11][CH2:10]2)[CH:5]=[C:6]([Cl:8])[CH:7]=1.C(N(CC)CC)C.[CH3:37][S:38](Cl)(=[O:40])=[O:39].O. Product: [CH3:37][S:38]([O:25][CH2:24][C:17]1[C:18]2[C:23](=[CH:22][CH:21]=[CH:20][CH:19]=2)[C:14]([C:12]2[CH2:13][C:9]([C:4]3[CH:5]=[C:6]([Cl:8])[CH:7]=[C:2]([Cl:1])[CH:3]=3)([C:26]([F:28])([F:29])[F:27])[CH2:10][N:11]=2)=[CH:15][CH:16]=1)(=[O:40])=[O:39]. The catalyst class is: 1.